Predict which catalyst facilitates the given reaction. From a dataset of Catalyst prediction with 721,799 reactions and 888 catalyst types from USPTO. (1) Reactant: [Br:1][C:2]1[N:7]=[C:6]([CH2:8][OH:9])[CH:5]=[CH:4][C:3]=1[O:10][CH3:11]. Product: [Br:1][C:2]1[N:7]=[C:6]([CH:8]=[O:9])[CH:5]=[CH:4][C:3]=1[O:10][CH3:11]. The catalyst class is: 704. (2) Reactant: [C:1]([O:7][CH2:8][CH3:9])(=[O:6])[CH2:2][C:3]([CH3:5])=O.[F:10][C:11]1[CH:18]=[CH:17][C:14]([CH:15]=O)=[CH:13][CH:12]=1.[NH4+:19].[OH-:20]. Product: [F:10][C:11]1[CH:18]=[CH:17][C:14]([CH:15]2[C:2]([C:1]([O:7][CH2:8][CH3:9])=[O:6])=[C:3]([CH3:5])[NH:19][C:3]([CH3:5])=[C:2]2[C:1]([O:7][CH2:8][CH3:9])=[O:20])=[CH:13][CH:12]=1. The catalyst class is: 271. (3) Reactant: [I-:1].[Na+].Cl[CH2:4][CH2:5][C@H:6]([C:8]1[CH:13]=[CH:12][CH:11]=[CH:10][CH:9]=1)[OH:7]. Product: [I:1][CH2:4][CH2:5][C@H:6]([C:8]1[CH:13]=[CH:12][CH:11]=[CH:10][CH:9]=1)[OH:7]. The catalyst class is: 21. (4) Reactant: [NH2:1][C:2]1[C:3](=[O:13])[C:4]2[C:9]([C:10](=[O:12])[CH:11]=1)=[CH:8][CH:7]=[CH:6][CH:5]=2.[H-].[Na+].[CH:16]1([C:22](Cl)=[O:23])[CH2:21][CH2:20][CH2:19][CH2:18][CH2:17]1. Product: [O:13]=[C:3]1[C:4]2[C:9](=[CH:8][CH:7]=[CH:6][CH:5]=2)[C:10](=[O:12])[CH:11]=[C:2]1[NH:1][C:22]([CH:16]1[CH2:21][CH2:20][CH2:19][CH2:18][CH2:17]1)=[O:23]. The catalyst class is: 7. (5) Reactant: [CH3:1][O:2][C:3]1[CH:8]=[CH:7][C:6]([S:9]([N:12]2[CH:25]([C:26]3[CH:31]=[CH:30][CH:29]=[CH:28][CH:27]=3)[C:24]3[C:19](=[CH:20][CH:21]=[CH:22][CH:23]=3)[C:18]3[CH:17]=[CH:16][CH:15]=[CH:14][C:13]2=3)(=[O:11])=[O:10])=[CH:5][CH:4]=1.[Br:32]Br.O.[Cl-].[Na+]. Product: [Br:32][C:16]1[CH:15]=[CH:14][C:13]2[N:12]([S:9]([C:6]3[CH:5]=[CH:4][C:3]([O:2][CH3:1])=[CH:8][CH:7]=3)(=[O:10])=[O:11])[CH:25]([C:26]3[CH:31]=[CH:30][CH:29]=[CH:28][CH:27]=3)[C:24]3[C:19](=[CH:20][CH:21]=[CH:22][CH:23]=3)[C:18]=2[CH:17]=1. The catalyst class is: 342. (6) Reactant: [C:1]([C:3]1[CH:12]=[CH:11][C:6]([C:7]([NH:9][CH3:10])=[O:8])=[CH:5][CH:4]=1)#[N:2].C(=O)([O-])[O-].[K+].[K+].Cl.[NH2:20][OH:21]. Product: [OH:21][NH:20][C:1]([C:3]1[CH:12]=[CH:11][C:6]([C:7]([NH:9][CH3:10])=[O:8])=[CH:5][CH:4]=1)=[NH:2]. The catalyst class is: 351. (7) The catalyst class is: 16. Product: [C:21]([C:2]1[C:7]([C:8]([F:11])([F:10])[F:9])=[CH:6][CH:5]=[CH:4][C:3]=1[CH2:12][NH:13][C:14](=[O:20])[O:15][C:16]([CH3:19])([CH3:18])[CH3:17])#[N:22]. Reactant: F[C:2]1[C:7]([C:8]([F:11])([F:10])[F:9])=[CH:6][CH:5]=[CH:4][C:3]=1[CH2:12][NH:13][C:14](=[O:20])[O:15][C:16]([CH3:19])([CH3:18])[CH3:17].[C-:21]#[N:22].[K+].